This data is from Reaction yield outcomes from USPTO patents with 853,638 reactions. The task is: Predict the reaction yield, written as a fraction of the theoretical maximum amount of product (1.0 means a 100% yield; for example, 0.34 means a 34% yield). (1) The reactants are Cl[C:2]1[N:3]=[C:4]([NH:18][CH3:19])[C:5]2[N:6]=[C:7]([NH:14][CH2:15][CH2:16][CH3:17])[N:8]=[C:9]([NH:12][CH3:13])[C:10]=2[N:11]=1.[CH3:20][O:21][CH2:22][CH2:23][NH:24][CH2:25][CH2:26][O:27][CH3:28]. No catalyst specified. The product is [CH3:20][O:21][CH2:22][CH2:23][N:24]([CH2:25][CH2:26][O:27][CH3:28])[C:2]1[N:3]=[C:4]([NH:18][CH3:19])[C:5]2[N:6]=[C:7]([NH:14][CH2:15][CH2:16][CH3:17])[N:8]=[C:9]([NH:12][CH3:13])[C:10]=2[N:11]=1. The yield is 0.600. (2) The reactants are [CH:1]1[C:6]2[C:7](=[O:16])[NH:8][C:9]3[CH:15]=[CH:14][CH:13]=[CH:12][C:10]=3[O:11][C:5]=2[CH:4]=[CH:3][CH:2]=1.C(N(CC)CC)C.[CH2:24]([O:26][C:27]([C:29]1[CH:34]=[CH:33][C:32](B(O)O)=[CH:31][CH:30]=1)=[O:28])[CH3:25]. The catalyst is C1COCC1.ClCCl.C(OCC)(=O)C.C(O[Cu]OC(=O)C)(=O)C. The product is [O:16]=[C:7]1[C:6]2[CH:1]=[CH:2][CH:3]=[CH:4][C:5]=2[O:11][C:10]2[CH:12]=[CH:13][CH:14]=[CH:15][C:9]=2[N:8]1[C:32]1[CH:33]=[CH:34][C:29]([C:27]([O:26][CH2:24][CH3:25])=[O:28])=[CH:30][CH:31]=1. The yield is 0.230. (3) The reactants are [Cl:1][C:2]1[C:11]2[C:6](=[CH:7][CH:8]=[CH:9][CH:10]=2)[CH:5]=[CH:4][C:3]=1[O:12][CH2:13][CH2:14][NH:15]C(=O)OC(C)(C)C. The catalyst is C(OCC)C.Cl.O1CCOCC1. The product is [Cl-:1].[Cl:1][C:2]1[C:11]2[C:6](=[CH:7][CH:8]=[CH:9][CH:10]=2)[CH:5]=[CH:4][C:3]=1[O:12][CH2:13][CH2:14][NH3+:15]. The yield is 0.920. (4) The reactants are [OH:1][C:2]1[N:10]=[CH:9][CH:8]=[CH:7][C:3]=1[C:4]([OH:6])=[O:5].[N+:11]([O-])([O-:13])=[O:12].[Na+]. The catalyst is S(=O)(=O)(O)O. The product is [OH:1][C:2]1[N:10]=[CH:9][C:8]([N+:11]([O-:13])=[O:12])=[CH:7][C:3]=1[C:4]([OH:6])=[O:5]. The yield is 0.450. (5) The reactants are [O:1]1[C:5]([C:6]2[CH:11]=[CH:10][C:9]([NH:12][C:13]3[N:14]=[C:15]([N:23]([C:27]4[CH:32]=[CH:31][CH:30]=[CH:29][CH:28]=4)[CH2:24][CH2:25][OH:26])[C:16]4[CH2:22][NH:21][CH2:20][CH2:19][C:17]=4[N:18]=3)=[CH:8][CH:7]=2)=[CH:4][N:3]=[CH:2]1.C(O)(=O)C.[CH:37](=O)[CH2:38][CH3:39].C([BH3-])#N.[Na+]. The catalyst is CO. The product is [O:1]1[C:5]([C:6]2[CH:11]=[CH:10][C:9]([NH:12][C:13]3[N:14]=[C:15]([N:23]([C:27]4[CH:28]=[CH:29][CH:30]=[CH:31][CH:32]=4)[CH2:24][CH2:25][OH:26])[C:16]4[CH2:22][N:21]([CH2:37][CH2:38][CH3:39])[CH2:20][CH2:19][C:17]=4[N:18]=3)=[CH:8][CH:7]=2)=[CH:4][N:3]=[CH:2]1. The yield is 0.229. (6) The reactants are [NH2:1][C:2]1[N:10]=[C:9]2[C:5]([N:6]=[C:7]([C:11]3[CH:16]=[CH:15][C:14]([F:17])=[CH:13][CH:12]=3)[NH:8]2)=[C:4]([N:18]2[CH2:24][CH2:23][CH2:22][NH:21][CH2:20][CH2:19]2)[N:3]=1.C(=O)([O-])[O-].[K+].[K+].[Cl:31][C:32]1[CH:42]=[CH:41][C:35]([O:36][CH2:37][C:38](Cl)=[O:39])=[CH:34][CH:33]=1. The catalyst is O1CCOCC1.CO.O1CCOCC1. The product is [NH2:1][C:2]1[N:10]=[C:9]2[C:5]([N:6]=[C:7]([C:11]3[CH:12]=[CH:13][C:14]([F:17])=[CH:15][CH:16]=3)[NH:8]2)=[C:4]([N:18]2[CH2:24][CH2:23][CH2:22][N:21]([C:38](=[O:39])[CH2:37][O:36][C:35]3[CH:41]=[CH:42][C:32]([Cl:31])=[CH:33][CH:34]=3)[CH2:20][CH2:19]2)[N:3]=1. The yield is 0.600. (7) The reactants are [NH:1]1[C:5]2=[N:6][CH:7]=[CH:8][CH:9]=[C:4]2[C:3](/[CH:10]=[C:11]2\[O:12][C:13]3[C:20]([CH2:21][CH:22]4[CH2:27][CH2:26][N:25](C(OC(C)(C)C)=O)[CH2:24][CH2:23]4)=[C:19]([O:35][CH3:36])[CH:18]=[CH:17][C:14]=3[C:15]\2=[O:16])=[N:2]1.Cl. The catalyst is C(Cl)Cl.O1CCOCC1. The product is [NH:1]1[C:5]2=[N:6][CH:7]=[CH:8][CH:9]=[C:4]2[C:3](/[CH:10]=[C:11]2\[O:12][C:13]3[C:20]([CH2:21][CH:22]4[CH2:23][CH2:24][NH:25][CH2:26][CH2:27]4)=[C:19]([O:35][CH3:36])[CH:18]=[CH:17][C:14]=3[C:15]\2=[O:16])=[N:2]1. The yield is 0.770. (8) The reactants are [CH2:1]([O:3][C:4]([CH:6]1[CH2:11][NH:10][C:9]2[CH:12]=[C:13]([Cl:16])[CH:14]=[CH:15][C:8]=2[O:7]1)=[O:5])[CH3:2].[Cl:17]N1C(=O)CCC1=O.CC(N=NC(C#N)(C)C)(C#N)C. The catalyst is C(Cl)(Cl)(Cl)Cl. The product is [CH2:1]([O:3][C:4]([CH:6]1[CH2:11][NH:10][C:9]2[CH:12]=[C:13]([Cl:16])[C:14]([Cl:17])=[CH:15][C:8]=2[O:7]1)=[O:5])[CH3:2]. The yield is 0.220.